From a dataset of Reaction yield outcomes from USPTO patents with 853,638 reactions. Predict the reaction yield, written as a fraction of the theoretical maximum amount of product (1.0 means a 100% yield; for example, 0.34 means a 34% yield). (1) The reactants are [N:1]1[CH:6]=[CH:5][CH:4]=[C:3]([C:7]2(C(O)=O)[NH:11][CH:10]=[CH:9][S:8]2)[CH:2]=1.C([N:17]([CH2:20]C)CC)C.[N-]=[N+:23]=[N-:24].[Na+].[OH2:26]. The catalyst is ClCCl.C(Cl)(Cl)Cl. The product is [N:1]1[CH:6]=[CH:5][CH:4]=[C:3]([C:7]2[S:8][CH:9]=[C:10]([C:20]([N:17]=[N+:23]=[N-:24])=[O:26])[N:11]=2)[CH:2]=1. The yield is 0.400. (2) The yield is 0.650. The product is [CH2:1]([C:3]1[N:8]([C:9]2[CH:10]=[CH:11][C:12]([O:15][CH:16]3[CH2:20][CH2:19][CH2:18][C:17]3=[O:21])=[CH:13][CH:14]=2)[C:7](=[O:22])[C:6]([CH2:23][C:24]2[CH:29]=[CH:28][C:27]([C:30]3[CH:35]=[CH:34][CH:33]=[CH:32][C:31]=3[C:36]3[NH:40][C:39](=[O:41])[O:38][N:37]=3)=[CH:26][CH:25]=2)=[C:5]([CH2:42][CH2:43][CH3:44])[N:4]=1)[CH3:2]. The reactants are [CH2:1]([C:3]1[N:8]([C:9]2[CH:14]=[CH:13][C:12]([O:15][CH:16]3[CH2:20][CH2:19][CH2:18][C@H:17]3[OH:21])=[CH:11][CH:10]=2)[C:7](=[O:22])[C:6]([CH2:23][C:24]2[CH:29]=[CH:28][C:27]([C:30]3[CH:35]=[CH:34][CH:33]=[CH:32][C:31]=3[C:36]3[NH:40][C:39](=[O:41])[O:38][N:37]=3)=[CH:26][CH:25]=2)=[C:5]([CH2:42][CH2:43][CH3:44])[N:4]=1)[CH3:2].CC(OI1(OC(C)=O)(OC(C)=O)OC(=O)C2C1=CC=CC=2)=O.C(OCC)(=O)C.S([O-])([O-])(=O)=S.[Na+].[Na+]. The catalyst is ClCCl.O. (3) The reactants are [N+:1]([O-:4])(O)=[O:2].[C:5]([NH:8][C:9]1[CH:17]=[CH:16][C:12]([C:13]([OH:15])=[O:14])=[C:11]([OH:18])[CH:10]=1)(=[O:7])[CH3:6]. The catalyst is C(O)(C(F)(F)F)=O. The product is [C:5]([NH:8][C:9]1[C:17]([N+:1]([O-:4])=[O:2])=[CH:16][C:12]([C:13]([OH:15])=[O:14])=[C:11]([OH:18])[CH:10]=1)(=[O:7])[CH3:6]. The yield is 0.280.